Dataset: Forward reaction prediction with 1.9M reactions from USPTO patents (1976-2016). Task: Predict the product of the given reaction. (1) Given the reactants [CH2:1]([O:3][CH2:4][C:5]([CH2:7][C:8]([OH:10])=[O:9])=[O:6])[CH3:2].[C:11]([O:14][CH:15]1[C:16]([O:53]C(OCC)C)([CH3:52])[CH2:17][CH2:18][CH:19](O)[CH2:20][C:21]([O:23][CH:24](/[C:29](/[CH3:50])=[CH:30]/[CH:31]=[CH:32]/[CH:33]([CH3:49])[CH2:34][CH:35]2[O:48][CH:36]2[CH:37]([CH3:47])[CH:38]([O:41]C(OCC)C)[CH2:39][CH3:40])[CH:25]([CH3:28])[CH:26]=[CH:27]1)=[O:22])(=[O:13])[CH3:12], predict the reaction product. The product is: [C:11]([O:14][CH:15]1[C:16]([OH:53])([CH3:52])[CH2:17][CH2:18][CH:19]([O:9][C:8](=[O:10])[CH2:7][C:5](=[O:6])[CH2:4][O:3][CH2:1][CH3:2])[CH2:20][C:21]([O:23][CH:24](/[C:29](/[CH3:50])=[CH:30]/[CH:31]=[CH:32]/[CH:33]([CH3:49])[CH2:34][CH:35]2[O:48][CH:36]2[CH:37]([CH3:47])[CH:38]([OH:41])[CH2:39][CH3:40])[CH:25]([CH3:28])[CH:26]=[CH:27]1)=[O:22])(=[O:13])[CH3:12]. (2) Given the reactants C1(P(C2C=CC=CC=2)C2C=CC=CC=2)C=CC=CC=1.[C:20]1(=[O:30])[NH:24][C:23](=[O:25])[C:22]2=[CH:26][CH:27]=[CH:28][CH:29]=[C:21]12.[CH3:31][C:32]1[CH:37]=[CH:36][CH:35]=[C:34]([CH3:38])[C:33]=1[C:39]#[C:40][C:41]1[CH:42]=[C:43]([CH:47](O)[CH2:48][CH3:49])[CH:44]=[CH:45][CH:46]=1.N(C(OCC)=O)=NC(OCC)=O, predict the reaction product. The product is: [CH3:31][C:32]1[CH:37]=[CH:36][CH:35]=[C:34]([CH3:38])[C:33]=1[C:39]#[C:40][C:41]1[CH:42]=[C:43]([CH2:47][CH2:48][CH2:49][N:24]2[C:20](=[O:30])[C:21]3[C:22](=[CH:26][CH:27]=[CH:28][CH:29]=3)[C:23]2=[O:25])[CH:44]=[CH:45][CH:46]=1.